This data is from Catalyst prediction with 721,799 reactions and 888 catalyst types from USPTO. The task is: Predict which catalyst facilitates the given reaction. (1) Reactant: [CH3:1][N:2]1[C:10]2[C:9]3=[C:11]([S:17][CH2:18][CH2:19][CH3:20])[S:12][C:13]([C:14]([NH2:16])=[O:15])=[C:8]3[CH2:7][CH2:6][C:5]=2[CH:4]=[N:3]1.[ClH:21].C(OCC)(=O)C. Product: [ClH:21].[CH3:1][N:2]1[C:10]2[C:9]3=[C:11]([S:17][CH2:18][CH2:19][CH3:20])[S:12][C:13]([C:14]([NH2:16])=[O:15])=[C:8]3[CH2:7][CH2:6][C:5]=2[CH:4]=[N:3]1. The catalyst class is: 1. (2) Product: [Br:11][C:6]1[CH:7]=[C:8]([Cl:10])[CH:9]=[C:4]([CH2:1][CH2:2][OH:13])[C:5]=1[OH:12]. Reactant: [CH2:1]([C:4]1[CH:9]=[C:8]([Cl:10])[CH:7]=[C:6]([Br:11])[C:5]=1[OH:12])[CH:2]=C.[O:13]=[O+][O-].[BH4-].[Na+]. The catalyst class is: 4.